From a dataset of Catalyst prediction with 721,799 reactions and 888 catalyst types from USPTO. Predict which catalyst facilitates the given reaction. (1) Reactant: Br[CH2:2][C:3]1[CH:8]=[CH:7][C:6]([C:9]2[S:10][C:11]3[C:16]([N:17]=2)=[CH:15][CH:14]=[C:13]([C:18]2([C:21]4[CH:26]=[CH:25][CH:24]=[CH:23][CH:22]=4)[CH2:20][CH2:19]2)[N:12]=3)=[C:5]([N+:27]([O-:29])=[O:28])[CH:4]=1.Cl.[NH:31]1[CH2:34][CH:33]([C:35]([O:37][CH3:38])=[O:36])[CH2:32]1.C(N(CC)C(C)C)(C)C.C([O-])(O)=O.[Na+]. Product: [N+:27]([C:5]1[CH:4]=[C:3]([CH2:2][N:31]2[CH2:34][CH:33]([C:35]([O:37][CH3:38])=[O:36])[CH2:32]2)[CH:8]=[CH:7][C:6]=1[C:9]1[S:10][C:11]2[C:16]([N:17]=1)=[CH:15][CH:14]=[C:13]([C:18]1([C:21]3[CH:22]=[CH:23][CH:24]=[CH:25][CH:26]=3)[CH2:20][CH2:19]1)[N:12]=2)([O-:29])=[O:28]. The catalyst class is: 499. (2) Reactant: [Cl:1][C:2]1[N:10]=[C:9]2[C:5]([N:6]=[CH:7][NH:8]2)=[C:4](Cl)[N:3]=1.[NH2:12][CH:13]1[CH2:18][CH2:17][CH:16]([CH2:19][NH:20][C:21](=[O:26])[C:22]([F:25])([F:24])[F:23])[CH2:15][CH2:14]1.C(N(CC)CC)C. The catalyst class is: 8. Product: [Cl:1][C:2]1[N:10]=[C:9]2[C:5]([N:6]=[CH:7][NH:8]2)=[C:4]([NH:12][CH:13]2[CH2:14][CH2:15][CH:16]([CH2:19][NH:20][C:21](=[O:26])[C:22]([F:24])([F:25])[F:23])[CH2:17][CH2:18]2)[N:3]=1. (3) Reactant: [Cl:1][CH2:2][CH2:3][CH2:4][CH2:5][C:6]([NH:8][C:9]1[CH:14]=[C:13]([F:15])[CH:12]=[CH:11][C:10]=1[O:16][C:17]1[CH:22]=[CH:21][CH:20]=[CH:19][CH:18]=1)=O. Product: [F:15][C:13]1[CH:12]=[CH:11][C:10]2[O:16][C:17]3[CH:22]=[CH:21][CH:20]=[CH:19][C:18]=3[C:6]([CH2:5][CH2:4][CH2:3][CH2:2][Cl:1])=[N:8][C:9]=2[CH:14]=1. The catalyst class is: 13. (4) Product: [Cl:1][C:2]1[CH:3]=[N:4][C:5]([N:8]2[CH2:9][CH2:10][CH:11]([C@H:14]3[CH2:16][C@H:15]3[CH2:17][CH2:18][O:19][C:20]3[CH:21]=[CH:22][C:23]([CH2:26][C:27]([OH:29])=[O:28])=[CH:24][CH:25]=3)[CH2:12][CH2:13]2)=[N:6][CH:7]=1. The catalyst class is: 20. Reactant: [Cl:1][C:2]1[CH:3]=[N:4][C:5]([N:8]2[CH2:13][CH2:12][CH:11]([C@H:14]3[CH2:16][C@H:15]3[CH2:17][CH2:18][O:19][C:20]3[CH:25]=[CH:24][C:23]([CH2:26][C:27]([O:29]C)=[O:28])=[CH:22][CH:21]=3)[CH2:10][CH2:9]2)=[N:6][CH:7]=1.CO.[OH-].[Li+].Cl. (5) Reactant: C([O:5][C:6](=[O:44])[C:7]([CH3:43])([S:9][C:10]1[CH:42]=[CH:41][C:13]([C:14]([O:16][CH2:17][C:18]2[N:19]=[N:20][N:21]([CH2:23][C:24]3[CH:29]=[CH:28][C:27]([C:30]([O:39][CH3:40])([C:35]([F:38])([F:37])[F:36])[C:31]([F:34])([F:33])[F:32])=[CH:26][CH:25]=3)[CH:22]=2)=[O:15])=[CH:12][CH:11]=1)[CH3:8])(C)(C)C.Cl. Product: [F:34][C:31]([F:32])([F:33])[C:30]([C:27]1[CH:28]=[CH:29][C:24]([CH2:23][N:21]2[CH:22]=[C:18]([CH2:17][O:16][C:14]([C:13]3[CH:41]=[CH:42][C:10]([S:9][C:7]([CH3:43])([CH3:8])[C:6]([OH:44])=[O:5])=[CH:11][CH:12]=3)=[O:15])[N:19]=[N:20]2)=[CH:25][CH:26]=1)([O:39][CH3:40])[C:35]([F:38])([F:37])[F:36]. The catalyst class is: 12. (6) Reactant: [CH2:1]([OH:5])[CH2:2][CH:3]=[CH2:4].N1C=CC=CC=1.[C:12]1([CH3:22])[CH:17]=[CH:16][C:15]([S:18](Cl)(=[O:20])=[O:19])=[CH:14][CH:13]=1.O. Product: [CH2:4]=[CH:3][CH2:2][CH2:1][O:5][S:18]([C:15]1[CH:16]=[CH:17][C:12]([CH3:22])=[CH:13][CH:14]=1)(=[O:20])=[O:19]. The catalyst class is: 4. (7) Reactant: Br.[Br:2][CH:3]1[C:8](=[O:9])[CH2:7][CH2:6][NH:5][CH2:4]1.[F:10][C:11]([F:22])([F:21])[C:12](O[C:12](=[O:13])[C:11]([F:22])([F:21])[F:10])=[O:13].O. Product: [Br:2][CH:3]1[C:8](=[O:9])[CH2:7][CH2:6][N:5]([C:12](=[O:13])[C:11]([F:22])([F:21])[F:10])[CH2:4]1. The catalyst class is: 4. (8) Reactant: [C:1](=[O:22])(OC1C=CC([N+]([O-])=O)=CC=1)[O:2][CH2:3][CH2:4][N:5]1[CH2:10][CH2:9][N:8]([CH3:11])[CH2:7][CH2:6]1.CCN(C(C)C)C(C)C.[CH3:32][O:33][C:34]1[CH:39]=[CH:38][C:37]([N:40]2[CH2:45][CH2:44][NH:43][CH2:42][CH2:41]2)=[CH:36][CH:35]=1. Product: [CH3:32][O:33][C:34]1[CH:35]=[CH:36][C:37]([N:40]2[CH2:45][CH2:44][N:43]([C:1]([O:2][CH2:3][CH2:4][N:5]3[CH2:6][CH2:7][N:8]([CH3:11])[CH2:9][CH2:10]3)=[O:22])[CH2:42][CH2:41]2)=[CH:38][CH:39]=1. The catalyst class is: 3. (9) Reactant: [CH2:1]([C@H:8]([C@@H:31]([O:35][Si:36]([CH:43]([CH3:45])[CH3:44])([CH:40]([CH3:42])[CH3:41])[CH:37]([CH3:39])[CH3:38])[C@@H:32]([OH:34])[CH3:33])[CH2:9][O:10][CH2:11][C@@H:12]([NH:23][C:24]([O:26][C:27]([CH3:30])([CH3:29])[CH3:28])=[O:25])[C:13]([O:15]CC1C=CC=CC=1)=[O:14])[C:2]1[CH:7]=[CH:6][CH:5]=[CH:4][CH:3]=1. Product: [CH2:1]([C@H:8]([C@@H:31]([O:35][Si:36]([CH:40]([CH3:42])[CH3:41])([CH:43]([CH3:45])[CH3:44])[CH:37]([CH3:38])[CH3:39])[C@@H:32]([OH:34])[CH3:33])[CH2:9][O:10][CH2:11][C@@H:12]([NH:23][C:24]([O:26][C:27]([CH3:30])([CH3:28])[CH3:29])=[O:25])[C:13]([OH:15])=[O:14])[C:2]1[CH:7]=[CH:6][CH:5]=[CH:4][CH:3]=1. The catalyst class is: 99.